Dataset: Reaction yield outcomes from USPTO patents with 853,638 reactions. Task: Predict the reaction yield, written as a fraction of the theoretical maximum amount of product (1.0 means a 100% yield; for example, 0.34 means a 34% yield). (1) The catalyst is C1COCC1.CO. The product is [C:1]([O:5][C@@H:6]([C:12]1[C:13]([CH3:34])=[N:14][C:15]([CH3:33])=[C:16]([C:26]2[CH:27]=[CH:28][C:29]([O:43][CH2:42][CH2:41][C:35]3[CH:40]=[CH:39][CH:38]=[CH:37][CH:36]=3)=[CH:30][CH:31]=2)[C:17]=1[N:18]1[CH2:19][CH2:20][C:21]([CH3:25])([CH3:24])[CH2:22][CH2:23]1)[C:7]([OH:9])=[O:8])([CH3:4])([CH3:2])[CH3:3]. The reactants are [C:1]([O:5][C@@H:6]([C:12]1[C:13]([CH3:34])=[N:14][C:15]([CH3:33])=[C:16]([C:26]2[CH:31]=[CH:30][C:29](O)=[CH:28][CH:27]=2)[C:17]=1[N:18]1[CH2:23][CH2:22][C:21]([CH3:25])([CH3:24])[CH2:20][CH2:19]1)[C:7]([O:9]CC)=[O:8])([CH3:4])([CH3:3])[CH3:2].[C:35]1([CH2:41][CH2:42][OH:43])[CH:40]=[CH:39][CH:38]=[CH:37][CH:36]=1.C1C=CC(P(C2C=CC=CC=2)C2C=CC=CC=2)=CC=1.CCOC(/N=N/C(OCC)=O)=O.[OH-].[Na+]. The yield is 0.198. (2) The reactants are C(N(CC)C(C)C)(C)C.[CH3:10][C:11]1[C:15]([CH3:16])=[C:14]([NH:17][S:18]([C:21]2[CH:25]=[CH:24][S:23][CH:22]=2)(=[O:20])=[O:19])[O:13][N:12]=1.[CH3:26][Si:27]([CH3:34])([CH3:33])[CH2:28][CH2:29][O:30][CH2:31]Cl. The catalyst is C(Cl)Cl. The product is [CH3:26][Si:27]([CH3:34])([CH3:33])[CH2:28][CH2:29][O:30][CH2:31][C:22]1[S:23][CH:24]=[CH:25][C:21]=1[S:18]([NH:17][C:14]1[O:13][N:12]=[C:11]([CH3:10])[C:15]=1[CH3:16])(=[O:19])=[O:20]. The yield is 0.710. (3) The reactants are [Cl:1][C:2]1[N:7]=[C:6]([CH2:8]Cl)[CH:5]=[CH:4][N:3]=1.C([O-])([O-])=O.[K+].[K+].[CH:16]1([NH2:19])[CH2:18][CH2:17]1.O. The catalyst is CN(C=O)C. The product is [Cl:1][C:2]1[N:7]=[C:6]([CH2:8][NH:19][CH:16]2[CH2:18][CH2:17]2)[CH:5]=[CH:4][N:3]=1. The yield is 0.410. (4) The reactants are [C:1]([NH:5][C:6]([C:8]1[C:9]([C:21]2[CH:26]=[CH:25][CH:24]=[C:23]([O:27][CH3:28])[N:22]=2)=[N:10][N:11](COCC[Si](C)(C)C)[CH:12]=1)=[O:7])([CH3:4])([CH3:3])[CH3:2].FC(F)(F)C(O)=O.CO.[OH-].[NH4+]. The catalyst is ClCCl. The product is [C:1]([NH:5][C:6]([C:8]1[C:9]([C:21]2[CH:26]=[CH:25][CH:24]=[C:23]([O:27][CH3:28])[N:22]=2)=[N:10][NH:11][CH:12]=1)=[O:7])([CH3:4])([CH3:3])[CH3:2]. The yield is 0.750. (5) The reactants are N#N.[Cl:3][C:4]1[CH:17]=[CH:16][C:7]2[N:8]([CH3:15])[C:9](=[O:14])[CH2:10][NH:11][C:12](=O)[C:6]=2[CH:5]=1.O=P(Cl)(Cl)[Cl:20]. The catalyst is C1(C)C=CC=CC=1. The product is [Cl:20][C:12]1[C:6]2[CH:5]=[C:4]([Cl:3])[CH:17]=[CH:16][C:7]=2[N:8]([CH3:15])[C:9](=[O:14])[CH2:10][N:11]=1. The yield is 0.875. (6) The reactants are [F:1][C:2]1[CH:7]=[CH:6][C:5]([C:8]2[C:16]3[C:11](=[CH:12][CH:13]=[C:14]([C:17]([OH:19])=[O:18])[CH:15]=3)[NH:10][N:9]=2)=[CH:4][CH:3]=1.[C:20](O)(=[O:22])[CH3:21].C(OC(=O)C)(=O)C. The catalyst is O. The product is [C:20]([N:10]1[C:11]2[C:16](=[CH:15][C:14]([C:17]([OH:19])=[O:18])=[CH:13][CH:12]=2)[C:8]([C:5]2[CH:4]=[CH:3][C:2]([F:1])=[CH:7][CH:6]=2)=[N:9]1)(=[O:22])[CH3:21]. The yield is 1.00. (7) The reactants are [C:1]([O:5][C:6]([N:8]1[C:17]2[C:12](=[CH:13][CH:14]=[C:15]([CH:18]=O)[N:16]=2)[CH2:11][CH2:10][CH:9]1[CH3:20])=[O:7])([CH3:4])([CH3:3])[CH3:2].[Cl-].[CH3:22][C:23]1[N:28]2[N:29]=[C:30]([CH2:32][P+](C3C=CC=CC=3)(C3C=CC=CC=3)C3C=CC=CC=3)[N:31]=[C:27]2[C:26]([CH3:52])=[N:25][CH:24]=1. The catalyst is O1CCCC1. The product is [C:1]([O:5][C:6]([N:8]1[C:17]2[C:12](=[CH:13][CH:14]=[C:15]([CH:18]=[CH:32][C:30]3[N:31]=[C:27]4[C:26]([CH3:52])=[N:25][CH:24]=[C:23]([CH3:22])[N:28]4[N:29]=3)[N:16]=2)[CH2:11][CH2:10][CH:9]1[CH3:20])=[O:7])([CH3:4])([CH3:3])[CH3:2]. The yield is 0.920.